From a dataset of Catalyst prediction with 721,799 reactions and 888 catalyst types from USPTO. Predict which catalyst facilitates the given reaction. (1) Reactant: [F:1][C:2]([F:18])([C:6]1[CH:11]=[CH:10][C:9]([O:12][CH3:13])=[CH:8][C:7]=1[C:14]([F:17])([F:16])[F:15])[C:3]([OH:5])=O.P(Cl)(Cl)(Cl)=O.Cl.[NH2:25][CH2:26][C:27]1[CH:28]=[C:29]2[C:33](=[CH:34][CH:35]=1)[C:32](=[O:36])[N:31]([CH:37]1[CH2:42][CH2:41][C:40](=[O:43])[NH:39][C:38]1=[O:44])[CH2:30]2.C(=O)(O)[O-].[Na+]. Product: [O:44]=[C:38]1[CH:37]([N:31]2[CH2:30][C:29]3[C:33](=[CH:34][CH:35]=[C:27]([CH2:26][NH:25][C:3](=[O:5])[C:2]([F:1])([F:18])[C:6]4[CH:11]=[CH:10][C:9]([O:12][CH3:13])=[CH:8][C:7]=4[C:14]([F:17])([F:16])[F:15])[CH:28]=3)[C:32]2=[O:36])[CH2:42][CH2:41][C:40](=[O:43])[NH:39]1. The catalyst class is: 17. (2) Reactant: [OH:1][CH2:2][C@H:3]1[CH2:8][CH2:7][C@H:6]([NH:9][C:10](=[O:16])[O:11][C:12]([CH3:15])([CH3:14])[CH3:13])[CH2:5][CH2:4]1.CC(OI1(OC(C)=O)(OC(C)=O)OC(=O)C2C=CC=CC1=2)=O.C(=O)([O-])O.[Na+]. Product: [CH:2]([C@H:3]1[CH2:4][CH2:5][C@H:6]([NH:9][C:10](=[O:16])[O:11][C:12]([CH3:14])([CH3:13])[CH3:15])[CH2:7][CH2:8]1)=[O:1]. The catalyst class is: 4. (3) Reactant: [CH:1]1([CH2:7][CH:8]([N:19]2[C:28](=[O:29])[C:27]3[C:22](=[CH:23][CH:24]=[C:25]([F:30])[CH:26]=3)[N:21]=[CH:20]2)[C:9]([NH:11][C:12]2[S:13][C:14]([CH:17]=O)=[CH:15][N:16]=2)=[O:10])[CH2:6][CH2:5][CH2:4][CH2:3][CH2:2]1.[NH:31]([CH2:34][CH3:35])[CH2:32][CH3:33].CC([O-])=O.[Na+].[BH3-]C#N.[Na+]. Product: [CH:1]1([CH2:7][CH:8]([N:19]2[C:28](=[O:29])[C:27]3[C:22](=[CH:23][CH:24]=[C:25]([F:30])[CH:26]=3)[N:21]=[CH:20]2)[C:9]([NH:11][C:12]2[S:13][C:14]([CH2:17][N:31]([CH2:34][CH3:35])[CH2:32][CH3:33])=[CH:15][N:16]=2)=[O:10])[CH2:2][CH2:3][CH2:4][CH2:5][CH2:6]1. The catalyst class is: 61. (4) Reactant: [F:1][C:2]1[CH:3]=[N+:4]([O-])[CH:5]=[CH:6][CH:7]=1.[CH2:9]([N:11](CC)CC)C.C[Si](C#N)(C)C. Product: [C:9]([C:3]1[C:2]([F:1])=[CH:7][CH:6]=[CH:5][N:4]=1)#[N:11]. The catalyst class is: 10. (5) Reactant: C([O:4][C@H:5]1[CH2:10][CH2:9][C@@:8]([C@H:12]2[CH2:20][CH2:19][C@@:18]3([CH3:21])[C@@H:14]([CH2:15][CH2:16][C:17]3=[CH2:22])[C@@H:13]2[CH2:23][NH2:24])([CH3:11])[C@@H:7]([CH2:25][OH:26])[CH2:6]1)(=O)C.F[B-](F)(F)F.N1(OC(N(C)C)=[N+](C)C)C2C=CC=CC=2N=N1.[CH:49]1([C:55](O)=[O:56])[CH2:54][CH2:53][CH2:52][CH2:51][CH2:50]1.C(N(CC)C(C)C)(C)C. Product: [OH:4][C@H:5]1[CH2:10][CH2:9][C@@:8]([C@H:12]2[CH2:20][CH2:19][C@@:18]3([CH3:21])[C@@H:14]([CH2:15][CH2:16][C:17]3=[CH2:22])[C@@H:13]2[CH2:23][NH:24][C:55]([CH:49]2[CH2:54][CH2:53][CH2:52][CH2:51][CH2:50]2)=[O:56])([CH3:11])[C@@H:7]([CH2:25][OH:26])[CH2:6]1. The catalyst class is: 3. (6) Reactant: [Cl:1][C:2]1[N:3]=[C:4]([CH2:17][O:18][CH3:19])[NH:5][C:6]=1[C:7]1[CH:8]=[C:9]([CH:13]=[CH:14][C:15]=1[CH3:16])[C:10]([OH:12])=O.CCN=C=NCCCN(C)C.Cl.Cl.[NH:33]1[CH2:38][CH2:37][CH:36]([C:39]2[CH:46]=[CH:45][C:42]([C:43]#[N:44])=[CH:41][CH:40]=2)[CH2:35][CH2:34]1. Product: [Cl:1][C:2]1[N:3]=[C:4]([CH2:17][O:18][CH3:19])[NH:5][C:6]=1[C:7]1[CH:8]=[C:9]([CH:13]=[CH:14][C:15]=1[CH3:16])[C:10]([N:33]1[CH2:38][CH2:37][CH:36]([C:39]2[CH:46]=[CH:45][C:42]([C:43]#[N:44])=[CH:41][CH:40]=2)[CH2:35][CH2:34]1)=[O:12]. The catalyst class is: 546.